Task: Predict the product of the given reaction.. Dataset: Forward reaction prediction with 1.9M reactions from USPTO patents (1976-2016) (1) Given the reactants [CH:1]([C:3]1[CH:4]=[C:5](B(O)O)[CH:6]=[C:7]([CH3:9])[CH:8]=1)=[O:2].[F-].[Cs+].[CH2:15](Br)[C:16]1[CH:21]=[CH:20][CH:19]=[CH:18][CH:17]=1, predict the reaction product. The product is: [CH2:15]([C:5]1[CH:4]=[C:3]([CH:8]=[C:7]([CH3:9])[CH:6]=1)[CH:1]=[O:2])[C:16]1[CH:21]=[CH:20][CH:19]=[CH:18][CH:17]=1. (2) Given the reactants [CH3:1][S:2]([CH2:5][CH2:6][N:7]1[CH2:12][CH2:11][N:10]([C:13]2[CH:19]=[CH:18][C:16]([NH2:17])=[CH:15][CH:14]=2)[CH2:9][CH2:8]1)(=[O:4])=[O:3].[NH2:20][C:21]1[CH:22]=[C:23]([CH:52]=[CH:53][CH:54]=1)[O:24][C:25]1[C:26]2C=CN[C:27]=2[N:28]=[C:29](NC2C=CC(N([C@H]3CCN(CCOC)C3)C)=CC=2)[N:30]=1.[C:55]([O-:58])([O-])=O.[K+].[K+].C1(P([CH:89]2[CH2:94]CCCC2)C2C=CC=CC=2C2C(C(C)C)=CC(C(C)C)=CC=2C(C)C)CCCCC1.[CH3:95][OH:96], predict the reaction product. The product is: [CH3:95][O:96][C:26]1[C:25]([O:24][C:23]2[CH:22]=[C:21]([NH:20][C:55](=[O:58])[CH:94]=[CH2:89])[CH:54]=[CH:53][CH:52]=2)=[N:30][C:29]([NH:17][C:16]2[CH:18]=[CH:19][C:13]([N:10]3[CH2:11][CH2:12][N:7]([CH2:6][CH2:5][S:2]([CH3:1])(=[O:3])=[O:4])[CH2:8][CH2:9]3)=[CH:14][CH:15]=2)=[N:28][CH:27]=1. (3) Given the reactants [Cl:1][C:2]1[CH:7]=[CH:6][CH:5]=[CH:4][C:3]=1[OH:8].[Cl:9][C:10]1[C:11](F)=[CH:12][C:13]2[O:18][CH:17]([C:19]([F:22])([F:21])[F:20])[C:16]([C:23]([O:25]CC)=[O:24])=[CH:15][C:14]=2[CH:28]=1, predict the reaction product. The product is: [Cl:9][C:10]1[C:11]([O:8][C:3]2[CH:4]=[CH:5][CH:6]=[CH:7][C:2]=2[Cl:1])=[CH:12][C:13]2[O:18][CH:17]([C:19]([F:21])([F:22])[F:20])[C:16]([C:23]([OH:25])=[O:24])=[CH:15][C:14]=2[CH:28]=1. (4) The product is: [F:1][C:2]1[CH:7]=[C:6]([I:8])[CH:5]=[CH:4][C:3]=1[NH:9][C:10]1[CH:18]=[N:17][CH:16]=[CH:15][C:11]=1[C:12]([NH:19][CH2:20][CH2:21][CH2:22][N:23]1[CH2:27][CH2:26][CH2:25][C:24]1=[O:28])=[O:14]. Given the reactants [F:1][C:2]1[CH:7]=[C:6]([I:8])[CH:5]=[CH:4][C:3]=1[NH:9][C:10]1[CH:18]=[N:17][CH:16]=[CH:15][C:11]=1[C:12]([OH:14])=O.[NH2:19][CH2:20][CH2:21][CH2:22][N:23]1[CH2:27][CH2:26][CH2:25][C:24]1=[O:28], predict the reaction product. (5) Given the reactants [C:1]([C:3]1[CH:4]=[CH:5][C:6]2[O:10][C:9]([CH2:11][C:12]3[C:20]([O:21][CH3:22])=[CH:19][C:18]([CH3:23])=[C:17]4[C:13]=3[CH:14]=[CH:15][N:16]4[C:24]([O:26][C:27]([CH3:30])([CH3:29])[CH3:28])=[O:25])=[N:8][C:7]=2[CH:31]=1)#[N:2].CC(C)([O-])C.[K+].C1OCCOCCOCCOCCOCCOC1.[C:56]([O:60][CH2:61][CH3:62])(=[O:59])[CH:57]=[CH2:58].[Cl-].[NH4+], predict the reaction product. The product is: [C:1]([C:3]1[CH:4]=[CH:5][C:6]2[O:10][C:9]([CH:11]([C:12]3[C:20]([O:21][CH3:22])=[CH:19][C:18]([CH3:23])=[C:17]4[C:13]=3[CH:14]=[CH:15][N:16]4[C:24]([O:26][C:27]([CH3:28])([CH3:30])[CH3:29])=[O:25])[CH2:58][CH2:57][C:56]([O:60][CH2:61][CH3:62])=[O:59])=[N:8][C:7]=2[CH:31]=1)#[N:2].